From a dataset of Catalyst prediction with 721,799 reactions and 888 catalyst types from USPTO. Predict which catalyst facilitates the given reaction. (1) Reactant: [NH2:1][C:2]1[C:11]([N+:12]([O-:14])=[O:13])=[CH:10][CH:9]=[CH:8][C:3]=1[C:4]([O:6]C)=O.O1CCCC1.C([N:22](CC)CC)C.[F:27][C:28]([F:45])([F:44])[C:29]([F:43])([F:42])[C:30](O[C:30](=[O:31])[C:29]([F:43])([F:42])[C:28]([F:45])([F:44])[F:27])=[O:31]. Product: [N+:12]([C:11]1[C:2]([NH:1][C:30](=[O:31])[C:29]([F:43])([F:42])[C:28]([F:45])([F:44])[F:27])=[C:3]([CH:8]=[CH:9][CH:10]=1)[C:4]([NH2:22])=[O:6])([O-:14])=[O:13]. The catalyst class is: 6. (2) Reactant: [Zn:1].N[CH2:3][C:4]([OH:6])=[O:5].[C:7]([OH:20])(=[O:19])[CH2:8][CH2:9][CH2:10][CH2:11][CH2:12][CH2:13][CH2:14][CH2:15][CH2:16][CH2:17][CH3:18].C([O-])(=O)C.[Zn+2].C([O-])(=O)C. Product: [C:4]([O-:6])(=[O:5])[CH3:3].[Zn+2:1].[C:7]([O-:20])(=[O:19])[CH3:8].[C:7]([O-:20])(=[O:19])[CH2:8][CH2:9][CH2:10][CH2:11][CH2:12][CH2:13][CH2:14][CH2:15][CH2:16][CH2:17][CH3:18].[Zn+2:1].[C:7]([O-:20])(=[O:19])[CH2:8][CH2:9][CH2:10][CH2:11][CH2:12][CH2:13][CH2:14][CH2:15][CH2:16][CH2:17][CH3:18]. The catalyst class is: 8. (3) Product: [OH:18][N:17]=[C:8]1[CH2:7][CH2:6][CH2:5][C:4]2[N:3]([CH2:12][C:13]([OH:15])=[O:14])[C:2]([CH3:1])=[CH:10][C:9]1=2. The catalyst class is: 8. Reactant: [CH3:1][C:2]1[N:3]([CH2:12][C:13]([OH:15])=[O:14])[C:4]2[CH2:5][CH2:6][CH2:7][C:8](=O)[C:9]=2[CH:10]=1.Cl.[NH2:17][OH:18].C([O-])(=O)C.[Na+].